From a dataset of Reaction yield outcomes from USPTO patents with 853,638 reactions. Predict the reaction yield, written as a fraction of the theoretical maximum amount of product (1.0 means a 100% yield; for example, 0.34 means a 34% yield). (1) The reactants are [CH3:1][S:2]([O:5][C:6]1[CH:33]=[CH:32][C:9]([O:10][CH2:11][CH2:12][CH2:13][C:14]2[CH:31]=[CH:30][C:17]([O:18][CH2:19][C:20]3[CH:29]=[CH:28][CH:27]=[CH:26][C:21]=3[C:22]([O:24]C)=[O:23])=[CH:16][CH:15]=2)=[CH:8][CH:7]=1)(=[O:4])=[O:3].[OH-].[Li+].Cl. The catalyst is C1COCC1.O. The product is [CH3:1][S:2]([O:5][C:6]1[CH:33]=[CH:32][C:9]([O:10][CH2:11][CH2:12][CH2:13][C:14]2[CH:31]=[CH:30][C:17]([O:18][CH2:19][C:20]3[CH:29]=[CH:28][CH:27]=[CH:26][C:21]=3[C:22]([OH:24])=[O:23])=[CH:16][CH:15]=2)=[CH:8][CH:7]=1)(=[O:4])=[O:3]. The yield is 0.237. (2) The reactants are [N+:1]([C:4]1[CH:12]=[CH:11][CH:10]=[CH:9][C:5]=1[C:6](Cl)=[O:7])([O-:3])=[O:2].[NH2:13][C:14]1[CH:19]=[CH:18][CH:17]=[C:16]([N:20]2[C:24](=[O:25])[C:23]3=[CH:26][CH:27]=[CH:28][CH:29]=[C:22]3[C:21]2=[O:30])[N:15]=1. No catalyst specified. The product is [C:21]1(=[O:30])[N:20]([C:16]2[N:15]=[C:14]([NH:13][C:6](=[O:7])[C:5]3[CH:9]=[CH:10][CH:11]=[CH:12][C:4]=3[N+:1]([O-:3])=[O:2])[CH:19]=[CH:18][CH:17]=2)[C:24](=[O:25])[C:23]2=[CH:26][CH:27]=[CH:28][CH:29]=[C:22]12. The yield is 0.800.